Dataset: Reaction yield outcomes from USPTO patents with 853,638 reactions. Task: Predict the reaction yield, written as a fraction of the theoretical maximum amount of product (1.0 means a 100% yield; for example, 0.34 means a 34% yield). (1) The reactants are [CH3:1][O:2][C:3]1[CH:4]=[C:5]2[C:10](=[CH:11][C:12]=1[O:13][CH3:14])[N:9]=[CH:8][CH:7]=[C:6]2[O:15][C:16]1[CH:22]=[CH:21][C:19]([NH2:20])=[CH:18][C:17]=1[CH3:23].C(N(CC)CC)C.ClC(Cl)(O[C:35](=[O:41])OC(Cl)(Cl)Cl)Cl.[CH2:43]([N:45]([CH2:49][CH3:50])[CH2:46][CH2:47][NH2:48])[CH3:44]. The catalyst is C(Cl)(Cl)Cl.O. The product is [CH2:43]([N:45]([CH2:49][CH3:50])[CH2:46][CH2:47][NH:48][C:35]([NH:20][C:19]1[CH:21]=[CH:22][C:16]([O:15][C:6]2[C:5]3[C:10](=[CH:11][C:12]([O:13][CH3:14])=[C:3]([O:2][CH3:1])[CH:4]=3)[N:9]=[CH:8][CH:7]=2)=[C:17]([CH3:23])[CH:18]=1)=[O:41])[CH3:44]. The yield is 0.330. (2) The reactants are [NH2:1][C@H:2]1[CH2:7][CH2:6][C@H:5]([NH:8][C:9]2[CH:16]=[C:15]([N:17]3[C:25]4[CH2:24][C:23]([CH3:27])([CH3:26])[CH2:22][C:21](=[O:28])[C:20]=4[C:19]([C:29]([F:32])([F:31])[F:30])=[N:18]3)[CH:14]=[CH:13][C:10]=2[C:11]#[N:12])[CH2:4][CH2:3]1.CS(C)=[O:35]. The catalyst is CCO.[OH-].[Na+].OO. The product is [NH2:1][C@H:2]1[CH2:3][CH2:4][C@H:5]([NH:8][C:9]2[CH:16]=[C:15]([N:17]3[C:25]4[CH2:24][C:23]([CH3:27])([CH3:26])[CH2:22][C:21](=[O:28])[C:20]=4[C:19]([C:29]([F:31])([F:32])[F:30])=[N:18]3)[CH:14]=[CH:13][C:10]=2[C:11]([NH2:12])=[O:35])[CH2:6][CH2:7]1. The yield is 0.780. (3) The reactants are C[O:2][C:3]([C:5]1[CH:6]=[C:7]2[C:12](=[CH:13][CH:14]=1)[NH:11][CH:10]([C:15]1[CH:20]=[CH:19][CH:18]=[C:17]([N:21]3[CH2:26][CH2:25][O:24][CH2:23][CH2:22]3)[CH:16]=1)[CH2:9][C:8]2([CH3:28])[CH3:27])=[O:4].[OH-].[Na+]. The catalyst is O1CCCC1.CO.O. The product is [CH3:27][C:8]1([CH3:28])[C:7]2[C:12](=[CH:13][CH:14]=[C:5]([C:3]([OH:4])=[O:2])[CH:6]=2)[NH:11][CH:10]([C:15]2[CH:20]=[CH:19][CH:18]=[C:17]([N:21]3[CH2:26][CH2:25][O:24][CH2:23][CH2:22]3)[CH:16]=2)[CH2:9]1. The yield is 0.520. (4) The reactants are [NH2:1][C:2]1[N:7]([C:8]2[CH:13]=[CH:12][C:11]([CH2:14][C:15](O)=[O:16])=[CH:10][CH:9]=2)[C:6](=[O:18])[CH:5]=[CH:4][C:3]=1[C:19](=[O:28])[C:20]1[CH:25]=[CH:24][C:23]([F:26])=[CH:22][C:21]=1[F:27].CCN=C=NCCCN(C)C.C(N(CC)CC)C.Cl.[CH3:48][C:49]([C:52]([O:54][CH:55]1[CH2:59][CH2:58][CH2:57][CH2:56]1)=[O:53])([CH3:51])[NH2:50]. The catalyst is C(Cl)Cl.CN(C=O)C.CN(C1C=CN=CC=1)C.CCOC(C)=O. The product is [NH2:1][C:2]1[N:7]([C:8]2[CH:13]=[CH:12][C:11]([CH2:14][C:15]([NH:50][C:49]([CH3:48])([C:52]([O:54][CH:55]3[CH2:56][CH2:57][CH2:58][CH2:59]3)=[O:53])[CH3:51])=[O:16])=[CH:10][CH:9]=2)[C:6](=[O:18])[CH:5]=[CH:4][C:3]=1[C:19](=[O:28])[C:20]1[CH:25]=[CH:24][C:23]([F:26])=[CH:22][C:21]=1[F:27]. The yield is 0.480. (5) The reactants are CN(C(/N=N/C(N(C)C)=O)=O)C.C(OC([N:20]1[CH2:25][CH2:24][N:23]([C:26]2[C:27]([O:32]CCO)=[N:28][CH:29]=[CH:30][N:31]=2)[CH2:22][CH2:21]1)=O)(C)(C)C.[C:36]1(P(C2C=CC=CC=2)C2C=CC=CC=2)C=CC=C[CH:37]=1.[CH3:55][O:56][C:57]1[CH:58]=[C:59]([OH:63])[CH:60]=[CH:61][CH:62]=1. The catalyst is C1COCC1.CN(C=O)C. The product is [CH3:55][O:56][C:57]1[CH:58]=[C:59]([CH:60]=[CH:61][CH:62]=1)[O:63][CH2:36][CH2:37][N:28]1[CH:29]=[CH:30][N:31]=[C:26]([N:23]2[CH2:22][CH2:21][NH:20][CH2:25][CH2:24]2)[C:27]1=[O:32]. The yield is 0.340. (6) The reactants are C[N:2]([CH:4]=[N:5][C:6]([C:8]1[C:13](=[O:14])[CH:12]=[CH:11][N:10]([C:15]2[CH:20]=[CH:19][CH:18]=[C:17]([C:21]([F:24])([F:23])[F:22])[CH:16]=2)[N:9]=1)=O)C.[C:25]1([NH:31]N)[CH:30]=[CH:29][CH:28]=[CH:27][CH:26]=1. The catalyst is C(O)(=O)C. The product is [C:25]1([N:31]2[C:6]([C:8]3[C:13](=[O:14])[CH:12]=[CH:11][N:10]([C:15]4[CH:20]=[CH:19][CH:18]=[C:17]([C:21]([F:24])([F:23])[F:22])[CH:16]=4)[N:9]=3)=[N:5][CH:4]=[N:2]2)[CH:30]=[CH:29][CH:28]=[CH:27][CH:26]=1. The yield is 0.460. (7) The reactants are [I:1][CH2:2][CH2:3][CH2:4][CH2:5][CH2:6][CH2:7][CH2:8][CH2:9][CH2:10][CH2:11]I.[N:13]1[C:22]2[C:17](=[CH:18][CH:19]=[CH:20][CH:21]=2)[CH:16]=[CH:15][CH:14]=1. No catalyst specified. The product is [I-:1].[I-:1].[CH2:2]([N+:13]1[C:22]2[C:17](=[CH:18][CH:19]=[CH:20][CH:21]=2)[CH:16]=[CH:15][CH:14]=1)[CH2:3][CH2:4][CH2:5][CH2:6][CH2:7][CH2:8][CH2:9][CH2:10][CH2:11][N+:13]1[C:22]2[C:17](=[CH:18][CH:19]=[CH:20][CH:21]=2)[CH:16]=[CH:15][CH:14]=1. The yield is 0.910.